Dataset: Reaction yield outcomes from USPTO patents with 853,638 reactions. Task: Predict the reaction yield, written as a fraction of the theoretical maximum amount of product (1.0 means a 100% yield; for example, 0.34 means a 34% yield). (1) The product is [CH2:1]([O:3][C:4]([C@@H:5]1[C@H:19]([C:18]2[CH:25]=[CH:26][CH:27]=[CH:28][C:17]=2[F:16])[C@H:6]1[C:7]1[CH:8]=[N:9][C:10]([Cl:13])=[CH:11][CH:12]=1)=[O:14])[CH3:2]. The reactants are [CH2:1]([O:3][C:4](=[O:14])/[CH:5]=[CH:6]/[C:7]1[CH:8]=[N:9][C:10]([Cl:13])=[CH:11][CH:12]=1)[CH3:2].[Br-].[F:16][C:17]1[CH:28]=[CH:27][CH:26]=[CH:25][C:18]=1[CH2:19][S+]1CCCC1. The yield is 0.730. No catalyst specified. (2) The reactants are [CH3:1][C:2]1[CH:3]=[C:4]2[C:9](=[CH:10][CH:11]=1)[N:8]=[CH:7][CH:6]=[N:5]2.[BH4-].[Na+]. The catalyst is CO.O.O.O.O.O.O.[Ni](Cl)Cl. The product is [CH3:1][C:2]1[CH:3]=[C:4]2[C:9](=[CH:10][CH:11]=1)[NH:8][CH2:7][CH2:6][NH:5]2. The yield is 0.430. (3) The reactants are Cl[C:2]1[CH:7]=[CH:6][C:5]([Cl:8])=[CH:4][C:3]=1[N+:9]([O-:11])=[O:10].[NH2:12][C:13]1[S:14][CH:15]=[CH:16][C:17]=1[C:18]#[N:19].O.[OH-].[Li+]. The catalyst is CS(C)=O. The product is [Cl:8][C:5]1[CH:6]=[CH:7][C:2]([NH:12][C:13]2[S:14][CH:15]=[CH:16][C:17]=2[C:18]#[N:19])=[C:3]([N+:9]([O-:11])=[O:10])[CH:4]=1. The yield is 0.860. (4) The reactants are Br[CH:2]([CH3:11])[C:3]([C:5]1[CH:10]=[CH:9][CH:8]=[CH:7][CH:6]=1)=O.[CH3:12][C:13]1[C:14]2[N:15]([N:19]=[C:20]([C:22]3[CH:27]=[CH:26][N:25]=[C:24]([NH2:28])[CH:23]=3)[N:21]=2)[CH:16]=[CH:17][N:18]=1.C(N(CC)C(C)C)(C)C. The catalyst is C(O)C. The product is [CH3:12][C:13]1[C:14]2[N:15]([N:19]=[C:20]([C:22]3[CH:27]=[CH:26][N:25]4[C:2]([CH3:11])=[C:3]([C:5]5[CH:10]=[CH:9][CH:8]=[CH:7][CH:6]=5)[N:28]=[C:24]4[CH:23]=3)[N:21]=2)[CH:16]=[CH:17][N:18]=1. The yield is 0.180. (5) The reactants are [NH2:1][C:2]1[CH:6]=[CH:5][O:4][C:3]=1[C:7]([O:9][CH3:10])=[O:8].ClS([N:15]=[C:16]=[O:17])(=O)=O.[C:18]([O-])(O)=O.[Na+]. The catalyst is ClCCl. The product is [NH:1]([C:2]1[CH:6]=[CH:5][O:4][C:3]=1[C:7]([O:9][CH2:10][CH3:18])=[O:8])[C:16]([NH2:15])=[O:17]. The yield is 0.920. (6) The reactants are C[O:2][C:3](=O)[C@@H:4]([N:16]1[C:22](=[O:23])[CH2:21][CH2:20][N:19]([C:24]2[CH:29]=[CH:28][C:27]([C:30]([F:33])([F:32])[F:31])=[CH:26][CH:25]=2)[CH2:18][CH2:17]1)[CH2:5][CH2:6][N:7]1[CH2:14][CH2:13][C:10]2([CH2:12][CH2:11]2)[C@H:9]([OH:15])[CH2:8]1.[Li+].[BH4-]. No catalyst specified. The product is [OH:15][C@@H:9]1[CH2:8][N:7]([CH2:6][CH2:5][C@H:4]([N:16]2[C:22](=[O:23])[CH2:21][CH2:20][N:19]([C:24]3[CH:25]=[CH:26][C:27]([C:30]([F:31])([F:33])[F:32])=[CH:28][CH:29]=3)[CH2:18][CH2:17]2)[CH2:3][OH:2])[CH2:14][CH2:13][C:10]21[CH2:12][CH2:11]2. The yield is 0.750. (7) The reactants are [OH:1][C:2]1[CH:3]=[C:4]([CH:7]=[C:8]([N+:11]([O-:13])=[O:12])[C:9]=1[OH:10])[CH:5]=[O:6].[C:14]([O-])([O-])=O.[K+].[K+].Br[CH2:21][CH2:22][CH3:23].C(O[CH2:28][CH3:29])(=O)C. The catalyst is CN(C=O)C. The product is [N+:11]([C:8]1[CH:7]=[C:4]([CH:3]=[C:2]([O:1][CH2:14][CH2:28][CH3:29])[C:9]=1[O:10][CH2:21][CH2:22][CH3:23])[CH:5]=[O:6])([O-:13])=[O:12]. The yield is 0.329. (8) The yield is 0.860. The product is [Cl:36][C:37]1[N:42]=[C:41]([NH:27][C:28]2[CH:35]=[CH:34][CH:33]=[C:30]([C:31]#[N:32])[CH:29]=2)[C:40]([F:44])=[CH:39][N:38]=1. The reactants are C1COC2C=CC(NC3C(F)=CN=C(NC4C=CC=C(O)C=4)N=3)=CC=2O1.[NH2:27][C:28]1[CH:29]=[C:30]([CH:33]=[CH:34][CH:35]=1)[C:31]#[N:32].[Cl:36][C:37]1[N:42]=[C:41](Cl)[C:40]([F:44])=[CH:39][N:38]=1. No catalyst specified. (9) The reactants are [OH:1][C:2]1[CH:3]=[C:4]2[C:9](=[CH:10][CH:11]=1)[C:8](=[O:12])[N:7]([CH:13]1[CH2:18][CH2:17][NH:16][CH2:15][CH2:14]1)[CH2:6][CH2:5]2.[C:19]1(=O)[CH2:22][CH2:21][CH2:20]1.C(O[BH-](OC(=O)C)OC(=O)C)(=O)C.[Na+].C(O)(=O)C. The catalyst is ClCCCl.CO. The product is [CH:19]1([N:16]2[CH2:17][CH2:18][CH:13]([N:7]3[CH2:6][CH2:5][C:4]4[C:9](=[CH:10][CH:11]=[C:2]([OH:1])[CH:3]=4)[C:8]3=[O:12])[CH2:14][CH2:15]2)[CH2:22][CH2:21][CH2:20]1. The yield is 0.850. (10) The reactants are [C:1]1([CH3:13])[CH:6]=[C:5]([CH3:7])[CH:4]=[C:3]([CH3:8])[C:2]=1[S:9](Cl)(=[O:11])=[O:10].[NH2:14][CH2:15][CH2:16][CH2:17][CH2:18][NH2:19]. The catalyst is C(Cl)Cl.[OH-].[Na+]. The product is [C:1]1([CH3:13])[CH:6]=[C:5]([CH3:7])[CH:4]=[C:3]([CH3:8])[C:2]=1[S:9]([NH:14][CH2:15][CH2:16][CH2:17][CH2:18][NH:19][S:9]([C:2]1[C:3]([CH3:8])=[CH:4][C:5]([CH3:7])=[CH:6][C:1]=1[CH3:13])(=[O:11])=[O:10])(=[O:11])=[O:10]. The yield is 0.900.